From a dataset of Reaction yield outcomes from USPTO patents with 853,638 reactions. Predict the reaction yield, written as a fraction of the theoretical maximum amount of product (1.0 means a 100% yield; for example, 0.34 means a 34% yield). (1) The reactants are C1(P(C2C=CC=CC=2)C2C=CC=CC=2)C=CC=CC=1.Br[C:21]1[CH:26]=[C:25]([NH2:27])[CH:24]=[CH:23][N:22]=1.C([Sn](CCCC)(CCCC)[CH:33]=[CH:34][C:35]1[CH:40]=[CH:39][CH:38]=[CH:37][CH:36]=1)CCC. The catalyst is CN(C=O)C.C([O-])(=O)C.[Pd+2].C([O-])(=O)C. The product is [CH:33](/[C:21]1[CH:26]=[C:25]([NH2:27])[CH:24]=[CH:23][N:22]=1)=[CH:34]\[C:35]1[CH:40]=[CH:39][CH:38]=[CH:37][CH:36]=1. The yield is 0.390. (2) The reactants are C[O:2][C:3](=[O:32])[C:4]1[CH:9]=[CH:8][C:7]([N:10]([C:17]2[CH:22]=[CH:21][C:20]([C:23]([O:25][C:26]([CH3:29])([CH3:28])[CH3:27])=[O:24])=[CH:19][CH:18]=2)[CH2:11][C:12]2[S:16][CH:15]=[N:14][CH:13]=2)=[CH:6][C:5]=1[O:30][CH3:31].O[Li].O. The catalyst is CO.O.O1CCCC1. The product is [C:26]([O:25][C:23]([C:20]1[CH:21]=[CH:22][C:17]([N:10]([CH2:11][C:12]2[S:16][CH:15]=[N:14][CH:13]=2)[C:7]2[CH:8]=[CH:9][C:4]([C:3]([OH:32])=[O:2])=[C:5]([O:30][CH3:31])[CH:6]=2)=[CH:18][CH:19]=1)=[O:24])([CH3:29])([CH3:27])[CH3:28]. The yield is 0.670. (3) The reactants are [O:1]=[C:2]1[C:6]2([CH2:11][CH2:10][NH:9][CH2:8][CH2:7]2)[N:5]([C:12]2[CH:17]=[CH:16][CH:15]=[CH:14][CH:13]=2)[CH2:4][N:3]1[CH2:18][C:19]1[CH:20]=[C:21]([CH:29]=[CH:30][CH:31]=1)[C:22]([O:24][C:25]([CH3:28])([CH3:27])[CH3:26])=[O:23].[CH3:32][O:33][N:34]=[C:35]([C:40]1[CH:45]=[CH:44][C:43]([F:46])=[CH:42][CH:41]=1)[CH2:36][CH2:37][CH2:38]I.C(=O)([O-])[O-].[K+].[K+]. The catalyst is CN(C)C=O.C(OCC)(=O)C. The product is [F:46][C:43]1[CH:42]=[CH:41][C:40]([C:35](=[N:34][O:33][CH3:32])[CH2:36][CH2:37][CH2:38][N:9]2[CH2:10][CH2:11][C:6]3([N:5]([C:12]4[CH:13]=[CH:14][CH:15]=[CH:16][CH:17]=4)[CH2:4][N:3]([CH2:18][C:19]4[CH:20]=[C:21]([CH:29]=[CH:30][CH:31]=4)[C:22]([O:24][C:25]([CH3:28])([CH3:26])[CH3:27])=[O:23])[C:2]3=[O:1])[CH2:7][CH2:8]2)=[CH:45][CH:44]=1. The yield is 0.780. (4) The reactants are [Cl:1][C:2]1[CH:7]=[CH:6][C:5]([C:8]2([C:13]3[CH:14]=[C:15]4[C:20](=[N:21][CH:22]=3)[N:19]([CH3:23])[C:18](=[O:24])[CH:17]=[C:16]4[C:25]3[CH:30]=[CH:29][CH:28]=[C:27]([O:31][CH3:32])[CH:26]=3)OCC[O:9]2)=[CH:4][CH:3]=1.Cl. The catalyst is O1CCOCC1. The product is [Cl:1][C:2]1[CH:3]=[CH:4][C:5]([C:8]([C:13]2[CH:14]=[C:15]3[C:20](=[N:21][CH:22]=2)[N:19]([CH3:23])[C:18](=[O:24])[CH:17]=[C:16]3[C:25]2[CH:30]=[CH:29][CH:28]=[C:27]([O:31][CH3:32])[CH:26]=2)=[O:9])=[CH:6][CH:7]=1. The yield is 0.920.